Task: Predict which catalyst facilitates the given reaction.. Dataset: Catalyst prediction with 721,799 reactions and 888 catalyst types from USPTO (1) Reactant: [C:1]([O:5][C:6](=[O:42])[CH2:7][C@H:8]([NH:16][C:17]([C@@H:19]1[CH2:24][CH2:23][CH2:22][N:21]([C:25](=[O:41])[CH2:26][CH2:27][CH:28]2[CH2:33][CH2:32][N:31]([C:34]([O:36][C:37]([CH3:40])([CH3:39])[CH3:38])=[O:35])[CH2:30][CH2:29]2)[CH2:20]1)=[O:18])[C:9]1[CH:10]=[N:11][CH:12]=[C:13]([OH:15])[CH:14]=1)([CH3:4])([CH3:3])[CH3:2].C(=O)([O-])[O-].[Cs+].[Cs+].[F:49][CH2:50][CH2:51]OS(C1C=CC(C)=CC=1)(=O)=O. Product: [C:1]([O:5][C:6](=[O:42])[CH2:7][C@H:8]([NH:16][C:17]([C@@H:19]1[CH2:24][CH2:23][CH2:22][N:21]([C:25](=[O:41])[CH2:26][CH2:27][CH:28]2[CH2:29][CH2:30][N:31]([C:34]([O:36][C:37]([CH3:40])([CH3:39])[CH3:38])=[O:35])[CH2:32][CH2:33]2)[CH2:20]1)=[O:18])[C:9]1[CH:10]=[N:11][CH:12]=[C:13]([O:15][CH2:51][CH2:50][F:49])[CH:14]=1)([CH3:3])([CH3:2])[CH3:4]. The catalyst class is: 9. (2) Reactant: [CH3:1][Li].C[CH2:4][O:5][CH2:6][CH3:7].[Br:8][C:9]1[CH:10]=C(C=O)[C:12]([C:15]2[CH:20]=[CH:19][CH:18]=[CH:17][C:16]=2[CH3:21])=[CH:13][CH:14]=1.IC. Product: [CH3:4][O:5][CH:6]([C:7]1[CH:10]=[C:9]([Br:8])[CH:14]=[CH:13][C:12]=1[C:15]1[CH:20]=[CH:19][CH:18]=[CH:17][C:16]=1[CH3:21])[CH3:1]. The catalyst class is: 1. (3) Reactant: ClC(Cl)(Cl)[C:3]1[O:7][N:6]=[C:5]([C:8]2[CH:13]=[CH:12][N:11]=[C:10]([N:14]3[CH2:19][CH2:18][N:17]([C:20]([O:22][CH2:23][C:24]([CH3:27])([CH3:26])[CH3:25])=[O:21])[CH2:16][CH2:15]3)[CH:9]=2)[N:4]=1.[BH4-].[Na+]. Product: [O:7]1[CH:3]=[N:4][C:5]([C:8]2[CH:13]=[CH:12][N:11]=[C:10]([N:14]3[CH2:19][CH2:18][N:17]([C:20]([O:22][CH2:23][C:24]([CH3:27])([CH3:26])[CH3:25])=[O:21])[CH2:16][CH2:15]3)[CH:9]=2)=[N:6]1. The catalyst class is: 125.